Predict the reaction yield, written as a fraction of the theoretical maximum amount of product (1.0 means a 100% yield; for example, 0.34 means a 34% yield). From a dataset of Reaction yield outcomes from USPTO patents with 853,638 reactions. (1) The reactants are [CH2:1]([O:8][C:9]([NH:11][CH:12]1[CH2:14][C:13]1([O:20][Si](C(C)(C)C)(C)C)[C:15]([O:17][CH2:18][CH3:19])=[O:16])=[O:10])[C:2]1[CH:7]=[CH:6][CH:5]=[CH:4][CH:3]=1.N1C=CC=CC=1. The catalyst is C1COCC1.CCOCC. The product is [CH2:1]([O:8][C:9]([NH:11][CH:12]1[CH2:14][C:13]1([OH:20])[C:15]([O:17][CH2:18][CH3:19])=[O:16])=[O:10])[C:2]1[CH:3]=[CH:4][CH:5]=[CH:6][CH:7]=1. The yield is 0.930. (2) The product is [F:1][C:2]1[C:3]([NH:12][C:13]2[CH:18]=[CH:17][C:16]([I:19])=[CH:15][C:14]=2[F:20])=[C:4]([C:5]([N:55]2[CH2:58][CH:57]([OH:59])[CH2:56]2)=[O:7])[CH:8]=[CH:9][C:10]=1[F:11]. The catalyst is CN(C=O)C. The yield is 0.870. The reactants are [F:1][C:2]1[C:3]([NH:12][C:13]2[CH:18]=[CH:17][C:16]([I:19])=[CH:15][C:14]=2[F:20])=[C:4]([CH:8]=[CH:9][C:10]=1[F:11])[C:5]([OH:7])=O.C1CN([P+](ON2N=NC3C=CC=CC2=3)(N2CCCC2)N2CCCC2)CC1.F[P-](F)(F)(F)(F)F.Cl.[NH:55]1[CH2:58][CH:57]([OH:59])[CH2:56]1.CCN(C(C)C)C(C)C. (3) The reactants are [CH3:1][O:2][CH2:3][CH2:4][O:5][C:6]1[CH:7]=[C:8]([CH2:17][C:18]#[N:19])[CH:9]=[CH:10][C:11]=1[O:12][CH2:13][CH2:14][O:15][CH3:16].[H-].[Na+].[C:22](OCC)(=[O:24])[CH3:23]. The catalyst is O1CCCC1. The product is [CH3:1][O:2][CH2:3][CH2:4][O:5][C:6]1[CH:7]=[C:8]([CH:17]([C:22](=[O:24])[CH3:23])[C:18]#[N:19])[CH:9]=[CH:10][C:11]=1[O:12][CH2:13][CH2:14][O:15][CH3:16]. The yield is 0.860. (4) The reactants are [O:1]1[C:5]2[CH:6]=[CH:7][C:8]([C:10]3[CH:11]=[C:12]([C:17]([O:19]C)=[O:18])[C:13](=[O:16])[NH:14][N:15]=3)=[CH:9][C:4]=2[CH:3]=[CH:2]1.O1C2C=CC(C3C=C(C(OC)=O)C(=O)NN=3)=CC=2CC1.CS(O[CH2:46][CH2:47][CH2:48][C:49]1[CH:54]=[CH:53][CH:52]=[CH:51][C:50]=1[Cl:55])(=O)=O. No catalyst specified. The product is [C:17]([C:12]1[C:13](=[O:16])[N:14]([CH2:46][CH2:47][CH2:48][C:49]2[CH:54]=[CH:53][CH:52]=[CH:51][C:50]=2[Cl:55])[N:15]=[C:10]([C:8]2[CH:7]=[CH:6][C:5]3[O:1][CH2:2][CH2:3][C:4]=3[CH:9]=2)[CH:11]=1)([OH:19])=[O:18]. The yield is 0.768.